This data is from Peptide-MHC class I binding affinity with 185,985 pairs from IEDB/IMGT. The task is: Regression. Given a peptide amino acid sequence and an MHC pseudo amino acid sequence, predict their binding affinity value. This is MHC class I binding data. (1) The peptide sequence is VAFLILPQA. The MHC is HLA-A02:01 with pseudo-sequence HLA-A02:01. The binding affinity (normalized) is 0.422. (2) The peptide sequence is ETKLGKAGY. The MHC is HLA-A02:03 with pseudo-sequence HLA-A02:03. The binding affinity (normalized) is 0. (3) The peptide sequence is EVGSIRCVK. The MHC is HLA-A68:01 with pseudo-sequence HLA-A68:01. The binding affinity (normalized) is 0.984. (4) The peptide sequence is ELEKCTSEI. The MHC is HLA-A02:01 with pseudo-sequence HLA-A02:01. The binding affinity (normalized) is 0.0650. (5) The peptide sequence is SEFDRDAAM. The MHC is HLA-B44:02 with pseudo-sequence HLA-B44:02. The binding affinity (normalized) is 0.389.